Dataset: Forward reaction prediction with 1.9M reactions from USPTO patents (1976-2016). Task: Predict the product of the given reaction. (1) Given the reactants [Cl:1][C:2]1[CH:7]=[C:6]([Cl:8])[CH:5]=[CH:4][C:3]=1[CH:9]([CH3:23])[C:10]([C:16]1[CH:21]=[CH:20][NH:19][C:18](=[O:22])[CH:17]=1)([OH:15])[C:11]([F:14])([F:13])[F:12].Br[CH2:25][C:26]#[N:27], predict the reaction product. The product is: [Cl:1][C:2]1[CH:7]=[C:6]([Cl:8])[CH:5]=[CH:4][C:3]=1[CH:9]([CH3:23])[C:10]([C:16]1[CH:21]=[CH:20][N:19]=[C:18]([O:22][CH2:25][C:26]#[N:27])[CH:17]=1)([OH:15])[C:11]([F:14])([F:13])[F:12]. (2) Given the reactants C([O:3][C:4]([C:6]1[O:7][C:8]2[CH:14]=[CH:13][C:12]([O:15][CH2:16][CH2:17][N:18]3[CH2:23][CH2:22][C:21]([F:25])([F:24])[CH2:20][CH2:19]3)=[CH:11][C:9]=2[CH:10]=1)=[O:5])C.[OH-].[Li+], predict the reaction product. The product is: [F:25][C:21]1([F:24])[CH2:22][CH2:23][N:18]([CH2:17][CH2:16][O:15][C:12]2[CH:13]=[CH:14][C:8]3[O:7][C:6]([C:4]([OH:5])=[O:3])=[CH:10][C:9]=3[CH:11]=2)[CH2:19][CH2:20]1. (3) Given the reactants C(OC([NH:11][CH2:12][C@H:13]([OH:33])[CH2:14][C:15]([O:26][C:27](=[O:32])[C:28]([CH3:31])([CH3:30])[CH3:29])([CH2:19][CH:20]1[CH2:25][CH2:24][CH2:23][CH2:22][CH2:21]1)[O:16][PH2:17]=[O:18])=O)C1C=CC=CC=1.[H][H], predict the reaction product. The product is: [NH2:11][CH2:12][C@H:13]([OH:33])[CH2:14][C:15]([O:26][C:27](=[O:32])[C:28]([CH3:29])([CH3:30])[CH3:31])([CH2:19][CH:20]1[CH2:25][CH2:24][CH2:23][CH2:22][CH2:21]1)[O:16][PH2:17]=[O:18]. (4) Given the reactants [NH2:1][C:2]1[CH:3]=[CH:4][C:5]([CH3:9])=[C:6]([OH:8])[CH:7]=1.C(=O)([O-])O.[Na+].O.[C:16](Cl)(=[O:25])[O:17][CH2:18][C:19]1[CH:24]=[CH:23][CH:22]=[CH:21][CH:20]=1, predict the reaction product. The product is: [OH:8][C:6]1[CH:7]=[C:2]([NH:1][C:16](=[O:25])[O:17][CH2:18][C:19]2[CH:24]=[CH:23][CH:22]=[CH:21][CH:20]=2)[CH:3]=[CH:4][C:5]=1[CH3:9]. (5) Given the reactants [Cl:1][C:2]1[CH:7]=[C:6]([CH3:8])[CH:5]=[C:4]([CH3:9])[C:3]=1[N:10]=[C:11]([C:13]1[N:18]=[C:17]([C:19](=O)[CH3:20])[CH:16]=[CH:15][CH:14]=1)[CH3:12].[CH3:22][C:23]1[CH:29]=[CH:28][CH:27]=[C:26]([CH3:30])[C:24]=1[NH2:25], predict the reaction product. The product is: [Cl:1][C:2]1[CH:7]=[C:6]([CH3:8])[CH:5]=[C:4]([CH3:9])[C:3]=1[N:10]=[C:11]([C:13]1[CH:14]=[CH:15][CH:16]=[C:17]([C:19](=[N:25][C:24]2[C:26]([CH3:30])=[CH:27][CH:28]=[CH:29][C:23]=2[CH3:22])[CH3:20])[N:18]=1)[CH3:12].